Dataset: Forward reaction prediction with 1.9M reactions from USPTO patents (1976-2016). Task: Predict the product of the given reaction. (1) Given the reactants [Br:1][C:2]1[CH:3]=[C:4]([N:8]([CH3:11])[CH:9]=O)[CH:5]=[CH:6][CH:7]=1.[CH2:12]([Mg]Br)[CH3:13].CCOCC.C(OCC)(=O)C, predict the reaction product. The product is: [Br:1][C:2]1[CH:3]=[C:4]([N:8]([CH:9]2[CH2:13][CH2:12]2)[CH3:11])[CH:5]=[CH:6][CH:7]=1. (2) Given the reactants [CH3:1][O:2][C:3]1[C:9]([CH3:10])=[CH:8][C:6]([NH2:7])=[CH:5][C:4]=1[CH3:11].[C:12]1(=[CH:16][C:17]([O:19][CH2:20][CH3:21])=[O:18])[CH2:15][CH2:14][CH2:13]1.Cl, predict the reaction product. The product is: [CH3:1][O:2][C:3]1[C:4]([CH3:11])=[CH:5][C:6]([NH:7][C:12]2([CH2:16][C:17]([O:19][CH2:20][CH3:21])=[O:18])[CH2:15][CH2:14][CH2:13]2)=[CH:8][C:9]=1[CH3:10]. (3) Given the reactants [NH2:1][C:2]1[C:3](=[O:14])[NH:4][C:5](=[O:13])[N:6]([CH2:9][CH:10]([CH3:12])[CH3:11])[C:7]=1[NH2:8].[CH:15](S([O-])(=O)=O)(O)[CH:16](S([O-])(=O)=O)O.O.[Na+].[Na+], predict the reaction product. The product is: [CH2:9]([N:6]1[C:7]2[C:2](=[N:1][CH:15]=[CH:16][N:8]=2)[C:3](=[O:14])[NH:4][C:5]1=[O:13])[CH:10]([CH3:11])[CH3:12]. (4) Given the reactants COC1C=CC(C[N:8]2[CH:12]=[C:11]([C:13]3[N:14]=[C:15]([NH:20][C:21]4[N:26]=[CH:25][C:24]([F:27])=[CH:23][N:22]=4)[S:16][C:17]=3[CH2:18]O)[C:10]([CH:28]([OH:31])[CH2:29][CH3:30])=[N:9]2)=CC=1, predict the reaction product. The product is: [CH2:29]([CH:28]1[C:10]2[C:11](=[CH:12][NH:8][N:9]=2)[C:13]2[N:14]=[C:15]([NH:20][C:21]3[N:22]=[CH:23][C:24]([F:27])=[CH:25][N:26]=3)[S:16][C:17]=2[CH2:18][O:31]1)[CH3:30]. (5) Given the reactants [BH4-].[Na+].[Cl:3][C:4]1[CH:35]=[CH:34][C:7]([C:8]([C:10]2[CH:11]=[C:12]3[C:17](=[CH:18][CH:19]=2)[NH:16][C:15](=[O:20])[C:14]([C:21]([O:23][CH2:24][CH3:25])=[O:22])=[C:13]3[O:26][C:27]2[CH:32]=[CH:31][CH:30]=[C:29]([Cl:33])[CH:28]=2)=[O:9])=[CH:6][CH:5]=1.O, predict the reaction product. The product is: [Cl:33][C:29]1[CH:28]=[C:27]([CH:32]=[CH:31][CH:30]=1)[O:26][C:13]1[C:12]2[C:17](=[CH:18][CH:19]=[C:10]([CH:8]([C:7]3[CH:6]=[CH:5][C:4]([Cl:3])=[CH:35][CH:34]=3)[OH:9])[CH:11]=2)[NH:16][C:15](=[O:20])[C:14]=1[C:21]([O:23][CH2:24][CH3:25])=[O:22].